Dataset: Forward reaction prediction with 1.9M reactions from USPTO patents (1976-2016). Task: Predict the product of the given reaction. Given the reactants [F:1][C:2]1[CH:10]=[C:9]2[C:5]([CH:6]=[CH:7][NH:8]2)=[CH:4][CH:3]=1.[H-].[Na+].[Cl:13][C:14]([Cl:40])([Cl:39])[C:15]([N:17]1[CH2:22][CH2:21][N:20]([C:23]2[CH:24]=[C:25]([S:35](Cl)(=[O:37])=[O:36])[CH:26]=[CH:27][C:28]=2[O:29][CH2:30][C:31]([F:34])([F:33])[F:32])[CH2:19][CH2:18]1)=[O:16], predict the reaction product. The product is: [Cl:40][C:14]([Cl:13])([Cl:39])[C:15]([N:17]1[CH2:22][CH2:21][N:20]([C:23]2[CH:24]=[C:25]([S:35]([N:8]3[C:9]4[C:5](=[CH:4][CH:3]=[C:2]([F:1])[CH:10]=4)[CH:6]=[CH:7]3)(=[O:36])=[O:37])[CH:26]=[CH:27][C:28]=2[O:29][CH2:30][C:31]([F:32])([F:33])[F:34])[CH2:19][CH2:18]1)=[O:16].